Dataset: Reaction yield outcomes from USPTO patents with 853,638 reactions. Task: Predict the reaction yield, written as a fraction of the theoretical maximum amount of product (1.0 means a 100% yield; for example, 0.34 means a 34% yield). (1) The reactants are CSC.ClN1C(=O)CCC1=O.[OH:12][C@@H:13]1[CH2:17][N:16]([C:18](=[O:28])[C@@H:19]([NH:23][C:24]([O:26][CH3:27])=[O:25])[CH:20]([CH3:22])[CH3:21])[C@H:15]([C:29]2[NH:30][CH:31]=[C:32]([C:34]3[CH:39]=[CH:38][C:37]([C:40]4[CH:41]=[C:42]5[C:47](=[CH:48][CH:49]=4)[CH:46]=[C:45]([C:50]4[NH:54][C:53]([C@@H:55]6[CH2:59][CH2:58][CH2:57][N:56]6[C:60]([O:62][C:63]([CH3:66])([CH3:65])[CH3:64])=[O:61])=[N:52][CH:51]=4)[CH:44]=[CH:43]5)=[CH:36][CH:35]=3)[N:33]=2)[CH2:14]1.C(N(CC)CC)C. The catalyst is ClCCl. The product is [CH3:27][O:26][C:24]([NH:23][C@@H:19]([CH:20]([CH3:22])[CH3:21])[C:18]([N:16]1[CH2:17][C:13](=[O:12])[CH2:14][C@H:15]1[C:29]1[NH:30][CH:31]=[C:32]([C:34]2[CH:39]=[CH:38][C:37]([C:40]3[CH:41]=[C:42]4[C:47](=[CH:48][CH:49]=3)[CH:46]=[C:45]([C:50]3[NH:54][C:53]([C@@H:55]5[CH2:59][CH2:58][CH2:57][N:56]5[C:60]([O:62][C:63]([CH3:65])([CH3:64])[CH3:66])=[O:61])=[N:52][CH:51]=3)[CH:44]=[CH:43]4)=[CH:36][CH:35]=2)[N:33]=1)=[O:28])=[O:25]. The yield is 0.900. (2) The reactants are Br[C:2]1[C:3]([O:20][CH3:21])=[C:4]([CH:10]([NH:12][C:13](=[O:19])[O:14][C:15]([CH3:18])([CH3:17])[CH3:16])[CH3:11])[CH:5]=[C:6]([Cl:9])[C:7]=1[CH3:8].C([O-])(=O)C.[K+].[CH3:27][C:28]1([CH3:44])[C:32]([CH3:34])([CH3:33])[O:31][B:30]([B:30]2[O:31][C:32]([CH3:34])([CH3:33])[C:28]([CH3:44])([CH3:27])[O:29]2)[O:29]1.CS(C)=O.ClCCl. The catalyst is C1C=CC(P(C2C=CC=CC=2)[C-]2C=CC=C2)=CC=1.C1C=CC(P(C2C=CC=CC=2)[C-]2C=CC=C2)=CC=1.Cl[Pd]Cl.[Fe+2]. The product is [Cl:9][C:6]1[C:7]([CH3:8])=[C:2]([B:30]2[O:31][C:32]([CH3:34])([CH3:33])[C:28]([CH3:44])([CH3:27])[O:29]2)[C:3]([O:20][CH3:21])=[C:4]([CH:10]([NH:12][C:13](=[O:19])[O:14][C:15]([CH3:18])([CH3:17])[CH3:16])[CH3:11])[CH:5]=1. The yield is 0.650. (3) The reactants are [N:1]1[CH:6]=[CH:5][C:4]([C:7]2[N:11]3[CH2:12][CH2:13][CH2:14][CH:15]([C:16]([O:18][CH2:19][CH3:20])=[O:17])[C:10]3=[N:9][N:8]=2)=[CH:3][CH:2]=1.[H-].[Na+].Cl[CH:24]([C:26]1[N:30]=[C:29]([C:31]2[CH:36]=[CH:35][CH:34]=[C:33]([Cl:37])[CH:32]=2)[O:28][N:27]=1)[CH3:25].[NH4+].[Cl-]. The catalyst is CN(C=O)C. The product is [Cl:37][C:33]1[CH:32]=[C:31]([C:29]2[O:28][N:27]=[C:26]([CH:24]([C:15]3([C:16]([O:18][CH2:19][CH3:20])=[O:17])[CH2:14][CH2:13][CH2:12][N:11]4[C:7]([C:4]5[CH:5]=[CH:6][N:1]=[CH:2][CH:3]=5)=[N:8][N:9]=[C:10]34)[CH3:25])[N:30]=2)[CH:36]=[CH:35][CH:34]=1. The yield is 0.650. (4) The yield is 0.840. The catalyst is CN(C=O)C. The reactants are [NH:1]1[C:5]2=[CH:6][N:7]=[CH:8][CH:9]=[C:4]2[CH:3]=[N:2]1.[OH-].[K+].[I:12]I. The product is [I:12][C:3]1[C:4]2[C:5](=[CH:6][N:7]=[CH:8][CH:9]=2)[NH:1][N:2]=1.